Task: Predict the product of the given reaction.. Dataset: Forward reaction prediction with 1.9M reactions from USPTO patents (1976-2016) (1) Given the reactants [Br:1][C:2]1[CH:3]=[C:4]([N+:10]([O-])=O)[C:5](=[O:9])[N:6]([CH3:8])[CH:7]=1.Cl.C(=O)([O-])[O-].[K+].[K+], predict the reaction product. The product is: [NH2:10][C:4]1[C:5](=[O:9])[N:6]([CH3:8])[CH:7]=[C:2]([Br:1])[CH:3]=1. (2) Given the reactants [Cl:1][C:2]1[CH:3]=[C:4]2[C:8](=[CH:9][CH:10]=1)[N:7]([S:11]([C:14]1[CH:34]=[CH:33][C:17]([C:18]([NH:20][C:21]3[CH:26]=[CH:25][C:24]([C:27]#[N:28])=[CH:23][C:22]=3[C:29]([NH:31][NH2:32])=[O:30])=[O:19])=[CH:16][CH:15]=1)(=[O:13])=[O:12])[CH2:6][CH2:5]2.C1C[O:38][CH2:37]C1, predict the reaction product. The product is: [Cl:1][C:2]1[CH:3]=[C:4]2[C:8](=[CH:9][CH:10]=1)[N:7]([S:11]([C:14]1[CH:34]=[CH:33][C:17]([C:18]([NH:20][C:21]3[CH:26]=[CH:25][C:24]([C:27]#[N:28])=[CH:23][C:22]=3[C:29]3[O:30][C:37](=[O:38])[NH:32][N:31]=3)=[O:19])=[CH:16][CH:15]=1)(=[O:13])=[O:12])[CH2:6][CH2:5]2. (3) Given the reactants [F:1][C:2]1[CH:3]=[C:4]([C:9]2[N:10]=[C:11]([CH2:14][C:15]#[N:16])[S:12][CH:13]=2)[CH:5]=[C:6]([F:8])[CH:7]=1.Br[CH2:18][CH2:19][O:20][CH2:21][CH2:22]Br, predict the reaction product. The product is: [F:8][C:6]1[CH:5]=[C:4]([C:9]2[N:10]=[C:11]([C:14]3([C:15]#[N:16])[CH2:22][CH2:21][O:20][CH2:19][CH2:18]3)[S:12][CH:13]=2)[CH:3]=[C:2]([F:1])[CH:7]=1. (4) Given the reactants [C:1]([NH:6][C:7]1[S:8][C:9]2[CH:15]=[C:14]([O:16][S:17]([C:20]3[CH:25]=[CH:24][C:23](F)=[CH:22][CH:21]=3)(=[O:19])=[O:18])[CH:13]=[CH:12][C:10]=2[N:11]=1)(=[O:5])[CH2:2][CH2:3][CH3:4].[NH2:27][CH2:28][C:29]([CH3:32])([OH:31])[CH3:30].[ClH:33], predict the reaction product. The product is: [ClH:33].[C:1]([NH:6][C:7]1[S:8][C:9]2[CH:15]=[C:14]([O:16][S:17]([C:20]3[CH:25]=[CH:24][C:23]([NH:27][CH2:28][C:29]([OH:31])([CH3:32])[CH3:30])=[CH:22][CH:21]=3)(=[O:19])=[O:18])[CH:13]=[CH:12][C:10]=2[N:11]=1)(=[O:5])[CH2:2][CH2:3][CH3:4]. (5) Given the reactants [CH3:1][C:2]1[O:6][N:5]=[C:4]([C:7]2[CH:12]=[CH:11][CH:10]=[CH:9][CH:8]=2)[C:3]=1[C:13]1[N:14]=[C:15]2[CH:20]=[C:19]([NH2:21])[CH:18]=[CH:17][N:16]2[CH:22]=1.[N:23]1[CH:28]=[CH:27][CH:26]=[C:25]([CH2:29][C:30](O)=[O:31])[CH:24]=1.C(N(CC)C(C)C)(C)C.[Cl-].[Na+].O.O, predict the reaction product. The product is: [CH3:1][C:2]1[O:6][N:5]=[C:4]([C:7]2[CH:8]=[CH:9][CH:10]=[CH:11][CH:12]=2)[C:3]=1[C:13]1[N:14]=[C:15]2[CH:20]=[C:19]([NH:21][C:30](=[O:31])[CH2:29][C:25]3[CH:24]=[N:23][CH:28]=[CH:27][CH:26]=3)[CH:18]=[CH:17][N:16]2[CH:22]=1. (6) Given the reactants [CH:1]([S:3]([CH3:6])(=[O:5])=[O:4])=[CH2:2].[NH2:7][CH:8]1[CH2:13][CH2:12][N:11]([CH2:14][C:15]2[CH:16]=[CH:17][N:18]3[C:23]=2[C:22]([NH:24][C:25]2[CH:26]=[C:27]4[C:31](=[CH:32][CH:33]=2)[N:30]([CH2:34][C:35]2[CH:40]=[CH:39][CH:38]=[C:37]([F:41])[CH:36]=2)[N:29]=[CH:28]4)=[N:21][CH:20]=[N:19]3)[CH2:10][CH2:9]1, predict the reaction product. The product is: [F:41][C:37]1[CH:36]=[C:35]([CH:40]=[CH:39][CH:38]=1)[CH2:34][N:30]1[C:31]2[C:27](=[CH:26][C:25]([NH:24][C:22]3[C:23]4=[C:15]([CH2:14][N:11]5[CH2:10][CH2:9][CH:8]([NH:7][CH2:2][CH2:1][S:3]([CH3:6])(=[O:5])=[O:4])[CH2:13][CH2:12]5)[CH:16]=[CH:17][N:18]4[N:19]=[CH:20][N:21]=3)=[CH:33][CH:32]=2)[CH:28]=[N:29]1. (7) Given the reactants [H-].C([Al+]CC(C)C)C(C)C.C[O:12][C:13]([C:15]1[CH:19]=[C:18]([C:20]2[CH2:24][C:23]([C:29]3[CH:34]=[C:33]([Cl:35])[C:32]([Cl:36])=[C:31]([Cl:37])[CH:30]=3)([C:25]([F:28])([F:27])[F:26])[O:22][N:21]=2)[O:17][C:16]=1[CH3:38])=O, predict the reaction product. The product is: [CH3:38][C:16]1[O:17][C:18]([C:20]2[CH2:24][C:23]([C:29]3[CH:34]=[C:33]([Cl:35])[C:32]([Cl:36])=[C:31]([Cl:37])[CH:30]=3)([C:25]([F:27])([F:26])[F:28])[O:22][N:21]=2)=[CH:19][C:15]=1[CH2:13][OH:12]. (8) Given the reactants [Cl:1][C:2]1[CH:3]=[C:4]([N+:19]([O-])=O)[CH:5]=[CH:6][C:7]=1[O:8][C:9]1[CH:10]=[N:11][C:12]2[C:17]([CH:18]=1)=[CH:16][CH:15]=[CH:14][CH:13]=2.[NH4+].[Cl-].O, predict the reaction product. The product is: [Cl:1][C:2]1[CH:3]=[C:4]([NH2:19])[CH:5]=[CH:6][C:7]=1[O:8][C:9]1[CH:10]=[N:11][C:12]2[C:17]([CH:18]=1)=[CH:16][CH:15]=[CH:14][CH:13]=2. (9) Given the reactants [C:1]([NH:4][C:5]1[CH:6]=[CH:7][C:8]2[C:17]([CH:18]=1)=[N:16][C:15]1[C:10](=[CH:11][CH:12]=[C:13]([NH2:19])[CH:14]=1)[C:9]=2[NH2:20])(=[O:3])[CH3:2].[C:21](OC(=O)C)(=[O:23])[CH3:22], predict the reaction product. The product is: [C:21]([NH:19][C:13]1[CH:12]=[CH:11][C:10]2[C:15]([CH:14]=1)=[N:16][C:17]1[C:8](=[CH:7][CH:6]=[C:5]([NH:4][C:1](=[O:3])[CH3:2])[CH:18]=1)[C:9]=2[NH2:20])(=[O:23])[CH3:22].